Dataset: Reaction yield outcomes from USPTO patents with 853,638 reactions. Task: Predict the reaction yield, written as a fraction of the theoretical maximum amount of product (1.0 means a 100% yield; for example, 0.34 means a 34% yield). (1) The reactants are Br[C:2]1[CH:7]=[CH:6][C:5]([C@H:8]([O:13][Si:14]([C:17]([CH3:20])([CH3:19])[CH3:18])([CH3:16])[CH3:15])[CH2:9][C:10](=[O:12])[CH3:11])=[CH:4][CH:3]=1.[B:21]1([B:21]2[O:25][C:24]([CH3:27])([CH3:26])[C:23]([CH3:29])([CH3:28])[O:22]2)[O:25][C:24]([CH3:27])([CH3:26])[C:23]([CH3:29])([CH3:28])[O:22]1.CC([O-])=O.[K+]. The catalyst is CC1C(C)=C(OC(CCC(OCCOCCOCCOCCOCCOCCOCCOCCOCCOCCOCCOCCOCCOCCOCCOCCOC)=O)=O)C(C)=C2CCC(CCCC(CCCC(CCCC(C)C)C)C)(C)OC=12.O.CC(C)([P](C(C)(C)C)([Pd][P](C(C)(C)C)(C(C)(C)C)C(C)(C)C)C(C)(C)C)C. The product is [Si:14]([O:13][C@@H:8]([C:5]1[CH:6]=[CH:7][C:2]([B:21]2[O:25][C:24]([CH3:27])([CH3:26])[C:23]([CH3:29])([CH3:28])[O:22]2)=[CH:3][CH:4]=1)[CH2:9][C:10](=[O:12])[CH3:11])([C:17]([CH3:20])([CH3:19])[CH3:18])([CH3:16])[CH3:15]. The yield is 0.820. (2) The reactants are [Br:1][C:2]1[CH:7]=[CH:6][CH:5]=[CH:4][C:3]=1[S:8][CH:9]=[CH:10]OCC. The product is [Br:1][C:2]1[C:3]2[S:8][CH:9]=[CH:10][C:4]=2[CH:5]=[CH:6][CH:7]=1. The catalyst is ClC1C=CC=CC=1. The yield is 0.350. (3) The reactants are [Cl:1][C:2]1[CH:8]=[C:7]([Cl:9])[CH:6]=[CH:5][C:3]=1[NH2:4].I[CH2:11][C:12](=[O:14])[CH3:13].C(=O)([O-])[O-].[K+].[K+].O. The catalyst is CN(C=O)C. The product is [Cl:1][C:2]1[CH:8]=[C:7]([Cl:9])[CH:6]=[CH:5][C:3]=1[NH:4][CH2:11][C:12](=[O:14])[CH3:13]. The yield is 0.500.